This data is from Reaction yield outcomes from USPTO patents with 853,638 reactions. The task is: Predict the reaction yield, written as a fraction of the theoretical maximum amount of product (1.0 means a 100% yield; for example, 0.34 means a 34% yield). (1) The reactants are [CH3:1][O:2][C:3](=[O:15])[C@H:4]([NH2:14])[CH2:5][O:6][CH2:7][C:8]1[CH:13]=[CH:12][CH:11]=[CH:10][CH:9]=1.C(O)(=O)C.[F:20][C:21]1[CH:28]=[CH:27][C:24]([CH:25]=O)=[CH:23][CH:22]=1.C([BH3-])#N.[Na+]. The catalyst is CO.C(OCC)(=O)C. The product is [CH3:1][O:2][C:3](=[O:15])[C@H:4]([NH:14][CH2:25][C:24]1[CH:27]=[CH:28][C:21]([F:20])=[CH:22][CH:23]=1)[CH2:5][O:6][CH2:7][C:8]1[CH:13]=[CH:12][CH:11]=[CH:10][CH:9]=1. The yield is 0.600. (2) The reactants are [CH2:1]([C:4]1[S:28][C:7]2[N:8]=[C:9]([C:25]([OH:27])=O)[N:10]=[C:11]([N:12]3[CH2:17][CH2:16][N:15]4[C:18]([C:21]([F:24])([F:23])[F:22])=[N:19][N:20]=[C:14]4[CH2:13]3)[C:6]=2[CH:5]=1)[CH2:2][CH3:3].[CH2:29]([O:31][C:32]([CH:34]1[CH2:39][CH2:38][CH2:37][NH:36][CH2:35]1)=[O:33])[CH3:30].CN(C(ON1N=NC2C=CC=NC1=2)=[N+](C)C)C.F[P-](F)(F)(F)(F)F.C(N(CC)CC)C. The catalyst is CN(C)C=O. The product is [CH2:29]([O:31][C:32]([CH:34]1[CH2:39][CH2:38][CH2:37][N:36]([C:25]([C:9]2[N:10]=[C:11]([N:12]3[CH2:17][CH2:16][N:15]4[C:18]([C:21]([F:23])([F:24])[F:22])=[N:19][N:20]=[C:14]4[CH2:13]3)[C:6]3[CH:5]=[C:4]([CH2:1][CH2:2][CH3:3])[S:28][C:7]=3[N:8]=2)=[O:27])[CH2:35]1)=[O:33])[CH3:30]. The yield is 0.750. (3) The reactants are [CH3:1][O:2][C:3]([CH:5]1[CH2:9][CH:8]([CH2:10][OH:11])[CH2:7][N:6]1[C:12]([O:14][C:15]([CH3:18])([CH3:17])[CH3:16])=[O:13])=[O:4].[C:19](C1C=C(C)C=C(C(C)(C)C)N=1)(C)(C)C.IC. The catalyst is C(Cl)Cl.C(S([O-])(=O)=O)(F)(F)F.[Ag+]. The product is [CH3:1][O:2][C:3]([CH:5]1[CH2:9][CH:8]([CH2:10][O:11][CH3:19])[CH2:7][N:6]1[C:12]([O:14][C:15]([CH3:18])([CH3:17])[CH3:16])=[O:13])=[O:4]. The yield is 0.530. (4) The reactants are [CH3:1][C:2]1[C:6]([CH2:7][N:8]2[CH:12]=[C:11]([N:13]3[C:17](=[O:18])[CH:16]([CH2:19][C:20](O)=[O:21])[NH:15][C:14]3=[O:23])[CH:10]=[N:9]2)=[C:5]([CH3:24])[O:4][N:3]=1.[CH3:25][O:26][C:27]1[CH:28]=[C:29]([CH2:33][NH2:34])[CH:30]=[CH:31][CH:32]=1. No catalyst specified. The product is [CH3:1][C:2]1[C:6]([CH2:7][N:8]2[CH:12]=[C:11]([N:13]3[C:17](=[O:18])[CH:16]([CH2:19][C:20]([NH:34][CH2:33][C:29]4[CH:30]=[CH:31][CH:32]=[C:27]([O:26][CH3:25])[CH:28]=4)=[O:21])[NH:15][C:14]3=[O:23])[CH:10]=[N:9]2)=[C:5]([CH3:24])[O:4][N:3]=1. The yield is 0.500. (5) The reactants are [F:1][C:2]1([F:16])[CH2:5][CH:4]([C:6]([O:8]CC2C=CC=CC=2)=[O:7])[CH2:3]1. The catalyst is C(O)C.[Pd]. The product is [F:1][C:2]1([F:16])[CH2:5][CH:4]([C:6]([OH:8])=[O:7])[CH2:3]1. The yield is 0.900. (6) The reactants are [C:1]1(=[O:11])[C@H:9]2[C@@H:4]([CH2:5][CH2:6][CH2:7][CH2:8]2)[C:3](=[O:10])O1.[CH3:12][N:13]([CH3:30])[CH2:14][CH2:15][O:16][C:17]1[C:25]2[NH:24][C:23]3[CH2:26][CH2:27][NH:28][CH2:29][C:22]=3[C:21]=2[CH:20]=[CH:19][CH:18]=1.C(N(CC)C(C)C)(C)C.CN(C(ON1N=[N:55][C:50]2[CH:51]=[CH:52]C=[N:54][C:49]1=2)=[N+](C)C)C.F[P-](F)(F)(F)(F)F.Cl.NC1(C#N)CC1. The product is [C:49]([C:50]1([NH:55][C:1]([C@@H:9]2[CH2:8][CH2:7][CH2:6][CH2:5][C@H:4]2[C:3]([N:28]2[CH2:27][CH2:26][C:23]3[NH:24][C:25]4[C:17]([O:16][CH2:15][CH2:14][N:13]([CH3:30])[CH3:12])=[CH:18][CH:19]=[CH:20][C:21]=4[C:22]=3[CH2:29]2)=[O:10])=[O:11])[CH2:52][CH2:51]1)#[N:54]. The yield is 0.230. The catalyst is CN(C=O)C.